Dataset: Peptide-MHC class I binding affinity with 185,985 pairs from IEDB/IMGT. Task: Regression. Given a peptide amino acid sequence and an MHC pseudo amino acid sequence, predict their binding affinity value. This is MHC class I binding data. (1) The binding affinity (normalized) is 0.328. The peptide sequence is SENGVVAPTL. The MHC is HLA-B45:01 with pseudo-sequence HLA-B45:01. (2) The peptide sequence is ILNFVAHVY. The MHC is HLA-A32:01 with pseudo-sequence HLA-A32:01. The binding affinity (normalized) is 0.367. (3) The peptide sequence is IRFPKTFGY. The MHC is Patr-A0701 with pseudo-sequence Patr-A0701. The binding affinity (normalized) is 0. (4) The peptide sequence is CYLVFIGCSL. The MHC is H-2-Kd with pseudo-sequence H-2-Kd. The binding affinity (normalized) is 0.346. (5) The peptide sequence is RVYSDHQAL. The MHC is HLA-E01:01 with pseudo-sequence HLA-E01:03. The binding affinity (normalized) is 0.0847.